This data is from Peptide-MHC class II binding affinity with 134,281 pairs from IEDB. The task is: Regression. Given a peptide amino acid sequence and an MHC pseudo amino acid sequence, predict their binding affinity value. This is MHC class II binding data. (1) The peptide sequence is AQLSQLISLLPSTLQ. The MHC is DRB1_0901 with pseudo-sequence DRB1_0901. The binding affinity (normalized) is 0.819. (2) The peptide sequence is ILGRSWDNTSVDLNA. The MHC is DRB1_0101 with pseudo-sequence DRB1_0101. The binding affinity (normalized) is 0.291.